Dataset: Catalyst prediction with 721,799 reactions and 888 catalyst types from USPTO. Task: Predict which catalyst facilitates the given reaction. (1) Reactant: C([O:5][C:6](=[O:32])[C@H:7]([NH:10][CH2:11][C:12]1[CH:17]=[CH:16][N:15]=[C:14]2[N:18](C(OC(C)(C)C)=O)[CH:19]=[C:20]([C:21]([O:23][CH3:24])=[O:22])[C:13]=12)[CH2:8][CH3:9])(C)(C)C.[C:33]([OH:39])([C:35]([F:38])([F:37])[F:36])=[O:34]. Product: [F:36][C:35]([F:38])([F:37])[C:33]([OH:39])=[O:34].[CH3:24][O:23][C:21]([C:20]1[C:13]2[C:14](=[N:15][CH:16]=[CH:17][C:12]=2[CH2:11][NH:10][C@H:7]([CH2:8][CH3:9])[C:6]([OH:32])=[O:5])[NH:18][CH:19]=1)=[O:22]. The catalyst class is: 2. (2) Reactant: [N+](=[CH2:3])=[N-].[CH:4]1([C:7]2[N:12]=[C:11]([Cl:13])[C:10]([Cl:14])=[C:9]([C:15]([OH:17])=[O:16])[N:8]=2)[CH2:6][CH2:5]1. Product: [CH:4]1([C:7]2[N:12]=[C:11]([Cl:13])[C:10]([Cl:14])=[C:9]([C:15]([O:17][CH3:3])=[O:16])[N:8]=2)[CH2:5][CH2:6]1. The catalyst class is: 28. (3) Reactant: C([O:3][C:4](=[O:24])[C:5]1[CH:10]=[CH:9][C:8]([NH:11][C:12]2[N:17]=[C:16]([C:18]3[CH:19]=[N:20][CH:21]=[CH:22][CH:23]=3)[CH:15]=[CH:14][N:13]=2)=[CH:7][CH:6]=1)C.[OH-].[Na+].O.Cl. Product: [N:20]1[CH:21]=[CH:22][CH:23]=[C:18]([C:16]2[CH:15]=[CH:14][N:13]=[C:12]([NH:11][C:8]3[CH:9]=[CH:10][C:5]([C:4]([OH:24])=[O:3])=[CH:6][CH:7]=3)[N:17]=2)[CH:19]=1. The catalyst class is: 8. (4) Reactant: [C:1]([NH:4][C:5]1[S:18][C:8]2[CH2:9][N:10]([CH2:13][C:14]([NH:16][CH3:17])=[O:15])[CH2:11][CH2:12][C:7]=2[C:6]=1[C:19]1[S:20][C:21]2[CH:27]=[CH:26][CH:25]=[CH:24][C:22]=2[N:23]=1)(=[O:3])[CH3:2].[ClH:28]. Product: [Cl-:28].[C:1]([NH:4][C:5]1[S:18][C:8]2[CH2:9][NH+:10]([CH2:13][C:14]([NH:16][CH3:17])=[O:15])[CH2:11][CH2:12][C:7]=2[C:6]=1[C:19]1[S:20][C:21]2[CH:27]=[CH:26][CH:25]=[CH:24][C:22]=2[N:23]=1)(=[O:3])[CH3:2]. The catalyst class is: 698. (5) Reactant: [Br:1][C:2]1[CH:7]=[CH:6][C:5]([N:8]2[C:12]([Cl:13])=[CH:11][C:10]([NH:14][C:15](=[O:19])[CH2:16][C:17]#[N:18])=[C:9]2[C:20]([O:22]CC)=O)=[CH:4][CH:3]=1.[H-].[Na+].O.Cl. Product: [Br:1][C:2]1[CH:3]=[CH:4][C:5]([N:8]2[C:9]3[C:20]([OH:22])=[C:16]([C:17]#[N:18])[C:15](=[O:19])[NH:14][C:10]=3[CH:11]=[C:12]2[Cl:13])=[CH:6][CH:7]=1. The catalyst class is: 1. (6) Reactant: C(OC(=O)[NH:7][CH:8]([C:14]1[CH:19]=[CH:18][C:17]([C:20](=[O:28])[NH:21][C:22]2[CH:27]=[CH:26][N:25]=[CH:24][CH:23]=2)=[CH:16][CH:15]=1)[CH:9]1CC[CH2:11][NH:10]1)(C)(C)C.[C:30]1([S:36]([Cl:39])(=[O:38])=[O:37])[CH:35]=[CH:34][CH:33]=[CH:32][CH:31]=1.CCN(C(C)C)C(C)C. Product: [ClH:39].[ClH:39].[NH2:7][CH:8]([C:14]1[CH:15]=[CH:16][C:17]([C:20]([NH:21][C:22]2[CH:23]=[CH:24][N:25]=[CH:26][CH:27]=2)=[O:28])=[CH:18][CH:19]=1)[CH2:9][N:10]([S:36]([C:30]1[CH:35]=[CH:34][CH:33]=[CH:32][CH:31]=1)(=[O:38])=[O:37])[CH3:11]. The catalyst class is: 387. (7) Reactant: [CH3:1][O:2][C:3](=[O:26])[C@H:4]([O:14][C:15]1[CH:20]=[CH:19][C:18]([F:21])=[C:17]([C:22](=[O:24])[NH2:23])[C:16]=1[F:25])[CH2:5][O:6]CC1C=CC=CC=1. Product: [CH3:1][O:2][C:3](=[O:26])[C@H:4]([O:14][C:15]1[CH:20]=[CH:19][C:18]([F:21])=[C:17]([C:22](=[O:24])[NH2:23])[C:16]=1[F:25])[CH2:5][OH:6]. The catalyst class is: 833.